Dataset: Reaction yield outcomes from USPTO patents with 853,638 reactions. Task: Predict the reaction yield, written as a fraction of the theoretical maximum amount of product (1.0 means a 100% yield; for example, 0.34 means a 34% yield). The reactants are O[CH2:2][C:3]1[C:8]([CH3:9])=[C:7]([O:10][CH2:11][CH2:12][CH2:13][O:14][CH3:15])[CH:6]=[CH:5][N:4]=1.S(Cl)([Cl:18])=O. The catalyst is ClCCl. The product is [Cl:18][CH2:2][C:3]1[C:8]([CH3:9])=[C:7]([O:10][CH2:11][CH2:12][CH2:13][O:14][CH3:15])[CH:6]=[CH:5][N:4]=1. The yield is 0.990.